Dataset: Catalyst prediction with 721,799 reactions and 888 catalyst types from USPTO. Task: Predict which catalyst facilitates the given reaction. (1) Reactant: [CH3:1][C:2]1[S:6][C:5]([C:7]([NH:9][NH:10]C(OC(C)(C)C)=O)=[O:8])=[N:4][CH:3]=1.Cl. Product: [CH3:1][C:2]1[S:6][C:5]([C:7]([NH:9][NH2:10])=[O:8])=[N:4][CH:3]=1. The catalyst class is: 5. (2) Reactant: [O:1]=[S:2]1(=[O:23])[C:8]2[CH:9]=[C:10]([O:13][C:14]3[CH:15]=[C:16]([CH:20]=[CH:21][CH:22]=3)[C:17]([OH:19])=O)[CH:11]=[CH:12][C:7]=2[O:6][CH2:5][CH2:4][NH:3]1.CN(C(ON1N=NC2C=CC=CC1=2)=[N+](C)C)C.[B-](F)(F)(F)F.CCN(C(C)C)C(C)C.[OH:55][NH:56][C:57](=[NH:59])[CH3:58]. Product: [O:23]=[S:2]1(=[O:1])[C:8]2[CH:9]=[C:10]([O:13][C:14]3[CH:15]=[C:16]([CH:20]=[CH:21][CH:22]=3)[C:17]([NH:59]/[C:57](=[N:56]\[OH:55])/[CH3:58])=[O:19])[CH:11]=[CH:12][C:7]=2[O:6][CH2:5][CH2:4][NH:3]1. The catalyst class is: 2. (3) The catalyst class is: 694. Product: [CH3:5][O:6][C:7]([C:2]1[CH:12]=[CH:11][C:5]2[O:6][C:7]([F:10])([F:9])[O:8][C:4]=2[CH:3]=1)=[O:8]. Reactant: Br[C:2]1[CH:12]=[CH:11][C:5]2[O:6][C:7]([F:10])([F:9])[O:8][C:4]=2[CH:3]=1.C(#N)C.C(N(CC)CC)C. (4) Reactant: [CH3:1][C@@:2]([S:21]([CH3:24])(=[O:23])=[O:22])([CH2:8][CH2:9][N:10]1[CH:14]=[C:13]([C:15]2[CH:20]=[CH:19][CH:18]=[CH:17][CH:16]=2)[CH:12]=[N:11]1)[C:3]([O:5]CC)=[O:4].[Li+].[OH-].Cl. Product: [CH3:1][C@@:2]([S:21]([CH3:24])(=[O:22])=[O:23])([CH2:8][CH2:9][N:10]1[CH:14]=[C:13]([C:15]2[CH:20]=[CH:19][CH:18]=[CH:17][CH:16]=2)[CH:12]=[N:11]1)[C:3]([OH:5])=[O:4]. The catalyst class is: 20. (5) Reactant: [F:1][C:2]1[CH:3]=[C:4]([CH:6]=[CH:7][CH:8]=1)[NH2:5].C([O:11][CH2:12][CH:13]([C:19](OCC)=O)[C:14]([O:16][CH2:17][CH3:18])=[O:15])C. Product: [F:1][C:2]1[CH:3]=[C:4]2[C:6]([C:12]([OH:11])=[C:13]([C:14]([O:16][CH2:17][CH3:18])=[O:15])[CH:19]=[N:5]2)=[CH:7][CH:8]=1. The catalyst class is: 736. (6) Reactant: [O:1]=[C:2]1[C:6](=[CH:7][C:8]2[CH:13]=[CH:12][C:11]([N:14]3[CH2:19][CH2:18][C:17](=O)[CH2:16][CH2:15]3)=[CH:10][CH:9]=2)[S:5][C:4](=[S:21])[NH:3]1.[NH2:22][CH2:23][C@H:24]([OH:33])[CH2:25][O:26][C:27]1[CH:32]=[CH:31][CH:30]=[CH:29][CH:28]=1.C(O[BH-](OC(=O)C)OC(=O)C)(=O)C.[Na+].C(O)(=O)C. Product: [OH:33][C@H:24]([CH2:25][O:26][C:27]1[CH:32]=[CH:31][CH:30]=[CH:29][CH:28]=1)[CH2:23][NH:22][CH:17]1[CH2:18][CH2:19][N:14]([C:11]2[CH:12]=[CH:13][C:8]([CH:7]=[C:6]3[S:5][C:4](=[S:21])[NH:3][C:2]3=[O:1])=[CH:9][CH:10]=2)[CH2:15][CH2:16]1. The catalyst class is: 26.